This data is from Forward reaction prediction with 1.9M reactions from USPTO patents (1976-2016). The task is: Predict the product of the given reaction. (1) Given the reactants [CH2:1]([N:3]([CH2:29][CH3:30])[CH2:4][CH2:5][N:6]1[CH2:11][CH2:10][C:9]2[NH:12][C:13]([CH:16]=[C:17]3[C:25]4[C:20](=[CH:21][CH:22]=[C:23]([F:26])[CH:24]=4)[NH:19][C:18]3=[O:27])=[C:14]([CH3:15])[C:8]=2[C:7]1=[O:28])[CH3:2].C([O-])(=O)C.[Pb+2].C([O-])(=O)C.[OH-].[Na+], predict the reaction product. The product is: [CH2:29]([N:3]([CH2:1][CH3:2])[CH2:4][CH2:5][N:6]1[CH:11]=[CH:10][C:9]2[NH:12][C:13]([CH:16]=[C:17]3[C:25]4[C:20](=[CH:21][CH:22]=[C:23]([F:26])[CH:24]=4)[NH:19][C:18]3=[O:27])=[C:14]([CH3:15])[C:8]=2[C:7]1=[O:28])[CH3:30]. (2) Given the reactants BrC1C=C2C(=CC=1[Cl:12])C=NC=C2.[Br:13][C:14]1[CH:15]=[C:16]2[C:21](=[CH:22][CH:23]=1)[C:20](=[O:24])[N:19]([CH2:25][C:26]1[CH:31]=[CH:30][C:29]([O:32][CH3:33])=[CH:28][CH:27]=1)[CH:18]=[CH:17]2, predict the reaction product. The product is: [Br:13][C:14]1[CH:15]=[C:16]2[C:21](=[CH:22][C:23]=1[Cl:12])[C:20](=[O:24])[N:19]([CH2:25][C:26]1[CH:27]=[CH:28][C:29]([O:32][CH3:33])=[CH:30][CH:31]=1)[CH:18]=[CH:17]2.